Dataset: Forward reaction prediction with 1.9M reactions from USPTO patents (1976-2016). Task: Predict the product of the given reaction. Given the reactants [Li+].[BH4-].[CH3:3][OH:4].C(OC(=O)C(C)(C)C[C:11]1[CH:16]=[CH:15][CH:14]=[CH:13][C:12]=1[C:17]1([C:23]2[CH:28]=[CH:27][CH:26]=[C:25]([CH2:29][C:30]([C:33](OCC)=[O:34])([CH3:32])[CH3:31])[CH:24]=2)[S:22][CH2:21][CH2:20][CH2:19][S:18]1)C.[NH4+].[Cl-], predict the reaction product. The product is: [OH:34][CH2:33][C:30]([CH3:31])([CH3:32])[CH2:29][C:25]1[CH:24]=[C:23]([C:17]2([C:12]3[CH:11]=[C:16]([CH2:11][C:12]([CH3:17])([CH3:13])[CH2:3][OH:4])[CH:15]=[CH:14][CH:13]=3)[S:18][CH2:19][CH2:20][CH2:21][S:22]2)[CH:28]=[CH:27][CH:26]=1.